This data is from Reaction yield outcomes from USPTO patents with 853,638 reactions. The task is: Predict the reaction yield, written as a fraction of the theoretical maximum amount of product (1.0 means a 100% yield; for example, 0.34 means a 34% yield). (1) The reactants are [C:1]([C:3]1[CH:8]=[CH:7][CH:6]=[CH:5][C:4]=1[C:9]1[CH:14]=[CH:13][C:12]([CH2:15][C:16]2[C:17](=[O:44])[N:18]([C@H:28]3[CH2:33][CH2:32][C@H:31]([O:34][CH:35]([CH2:41][CH:42]=C)[C:36]([O:38][CH2:39][CH3:40])=[O:37])[CH2:30][CH2:29]3)[C:19]3[N:20]([N:25]=[CH:26][N:27]=3)[C:21]=2[CH2:22][CH2:23][CH3:24])=[CH:11][CH:10]=1)#[N:2].I([O-])(=O)(=O)=[O:46].[Na+].CC(C)=O.C(#N)C. The catalyst is [Os](=O)(=O)(=O)=O.O. The product is [C:1]([C:3]1[CH:8]=[CH:7][CH:6]=[CH:5][C:4]=1[C:9]1[CH:10]=[CH:11][C:12]([CH2:15][C:16]2[C:17](=[O:44])[N:18]([C@H:28]3[CH2:29][CH2:30][C@H:31]([O:34][CH:35]([CH2:41][CH2:42][OH:46])[C:36]([O:38][CH2:39][CH3:40])=[O:37])[CH2:32][CH2:33]3)[C:19]3[N:20]([N:25]=[CH:26][N:27]=3)[C:21]=2[CH2:22][CH2:23][CH3:24])=[CH:13][CH:14]=1)#[N:2]. The yield is 0.370. (2) The reactants are [NH:1]1[CH2:5][CH2:4][CH2:3][CH2:2]1.CN(C)C=O.F[C:12]1[CH:17]=[CH:16][C:15]([C:18]([F:21])([F:20])[F:19])=[CH:14][C:13]=1[N+:22]([O-:24])=[O:23]. The catalyst is O. The product is [N+:22]([C:13]1[CH:14]=[C:15]([C:18]([F:19])([F:20])[F:21])[CH:16]=[CH:17][C:12]=1[N:1]1[CH2:5][CH2:4][CH2:3][CH2:2]1)([O-:24])=[O:23]. The yield is 0.993. (3) The reactants are FC(F)(F)C(O)=O.C(OC(=O)[NH:14][C@H:15]1[CH2:19][CH2:18][N:17]([C:20]2[N:25]=[CH:24][C:23]([Br:26])=[CH:22][N:21]=2)[CH2:16]1)(C)(C)C.[Cl:28]CCl. The product is [ClH:28].[Br:26][C:23]1[CH:22]=[N:21][C:20]([N:17]2[CH2:18][CH2:19][C@H:15]([NH2:14])[CH2:16]2)=[N:25][CH:24]=1. The yield is 0.850. No catalyst specified. (4) The reactants are [F:1][C:2]1[CH:3]=[C:4]([CH:7]=[CH:8][C:9]=1[OH:10])[CH:5]=[O:6].C(Cl)Cl.N1C=CC=CC=1.[N:20]1([C:26](Cl)=[O:27])[CH2:25][CH2:24][O:23][CH2:22][CH2:21]1. The catalyst is O. The product is [N:20]1([C:26]([O:10][C:9]2[CH:8]=[CH:7][C:4]([CH:5]=[O:6])=[CH:3][C:2]=2[F:1])=[O:27])[CH2:25][CH2:24][O:23][CH2:22][CH2:21]1. The yield is 0.870. (5) The reactants are [OH:1][C:2]1[CH:3]=[C:4]([CH:9]=[CH:10][CH:11]=1)[C:5]([O:7][CH3:8])=[O:6].N1C(C)=CC=CC=1C.[F:20][C:21]([F:34])([F:33])[S:22](O[S:22]([C:21]([F:34])([F:33])[F:20])(=[O:24])=[O:23])(=[O:24])=[O:23]. The catalyst is C(Cl)Cl. The product is [F:20][C:21]([F:34])([F:33])[S:22]([O:1][C:2]1[CH:3]=[C:4]([CH:9]=[CH:10][CH:11]=1)[C:5]([O:7][CH3:8])=[O:6])(=[O:24])=[O:23]. The yield is 0.980. (6) The reactants are [CH:1]1[CH:2]=[C:3]2[C:8]3=[C:9]([C:11]([O:13][C:14](=[O:15])[C:7]3=[CH:6][CH:5]=[CH:4]2)=O)[CH:10]=1.[C:16]([O:20][C:21](=[O:32])[NH:22][CH2:23][CH2:24][CH2:25][N:26]([CH2:28][CH2:29][CH2:30][NH2:31])[CH3:27])([CH3:19])([CH3:18])[CH3:17]. The catalyst is C(O)C. The product is [C:16]([O:20][C:21](=[O:32])[NH:22][CH2:23][CH2:24][CH2:25][N:26]([CH2:28][CH2:29][CH2:30][N:31]1[C:11](=[O:13])[CH:9]2[CH:10]=[CH:1][CH:2]=[C:3]3[CH:8]2[C:7](=[CH:6][CH:5]=[CH:4]3)[C:14]1=[O:15])[CH3:27])([CH3:19])([CH3:17])[CH3:18]. The yield is 0.900. (7) The reactants are [Cl-].O[NH3+:3].[C:4](=[O:7])([O-])[OH:5].[Na+].CS(C)=O.[Si]([O:20][C:21]1([CH2:24][O:25][C@H:26]2[CH2:31][CH2:30][C@H:29]([N:32]3[C:37](=[O:38])[C:36]([CH2:39][C:40]4[CH:45]=[CH:44][C:43]([C:46]5[C:47]([C:52]#[N:53])=[CH:48][CH:49]=[CH:50][CH:51]=5)=[CH:42][CH:41]=4)=[C:35]([CH2:54][CH2:55][CH3:56])[N:34]4[N:57]=[C:58]([CH3:60])[N:59]=[C:33]34)[CH2:28][CH2:27]2)[CH2:23][CH2:22]1)(C(C)(C)C)(C)C. The catalyst is O.C(OCC)(=O)C. The product is [OH:20][C:21]1([CH2:24][O:25][C@H:26]2[CH2:27][CH2:28][C@H:29]([N:32]3[C:37](=[O:38])[C:36]([CH2:39][C:40]4[CH:41]=[CH:42][C:43]([C:46]5[CH:51]=[CH:50][CH:49]=[CH:48][C:47]=5[C:52]5[NH:3][C:4](=[O:7])[O:5][N:53]=5)=[CH:44][CH:45]=4)=[C:35]([CH2:54][CH2:55][CH3:56])[N:34]4[N:57]=[C:58]([CH3:60])[N:59]=[C:33]34)[CH2:30][CH2:31]2)[CH2:23][CH2:22]1. The yield is 0.350. (8) The reactants are Cl.C(N=C=NCCCN(C)C)C.Cl.Cl.[CH3:15][CH:16]([CH3:38])[C@H:17]([NH2:37])[C:18](=[O:36])[N:19]1[CH2:24][CH2:23][CH:22]([O:25][C:26]2[CH:27]=[N:28][C:29]([C:32]([F:35])([F:34])[F:33])=[CH:30][CH:31]=2)[CH2:21][CH2:20]1.[OH:39][C:40]1[C:41]([C:50](O)=[O:51])=[N:42][C:43]2[C:48]([N:49]=1)=[CH:47][CH:46]=[CH:45][CH:44]=2.O.ON1C2C=CC=CC=2N=N1.CN1CCOCC1. The product is [OH:39][C:40]1[C:41]([C:50]([NH:37][C@H:17]([C:18]([N:19]2[CH2:20][CH2:21][CH:22]([O:25][C:26]3[CH:27]=[N:28][C:29]([C:32]([F:35])([F:33])[F:34])=[CH:30][CH:31]=3)[CH2:23][CH2:24]2)=[O:36])[CH:16]([CH3:38])[CH3:15])=[O:51])=[N:42][C:43]2[C:48]([N:49]=1)=[CH:47][CH:46]=[CH:45][CH:44]=2. The yield is 0.590. The catalyst is O.C(Cl)Cl. (9) The reactants are [Cl:1][C:2]1[CH:7]=[C:6]([O:8]C2CCCCO2)[CH:5]=[CH:4][C:3]=1[N:15]1[CH2:20][CH2:19][N:18]([C:21]([O:23][C:24]([CH3:27])([CH3:26])[CH3:25])=[O:22])[CH2:17][CH2:16]1.C1(C)C=CC(S([O-])(=O)=O)=CC=1.[NH+]1C=CC=CC=1. The catalyst is C(O)C. The product is [Cl:1][C:2]1[CH:7]=[C:6]([OH:8])[CH:5]=[CH:4][C:3]=1[N:15]1[CH2:20][CH2:19][N:18]([C:21]([O:23][C:24]([CH3:27])([CH3:26])[CH3:25])=[O:22])[CH2:17][CH2:16]1. The yield is 0.720. (10) The reactants are C(O[C:4]1[C:5](=[O:16])[C:6](=[O:15])[C:7]=1[NH:8][C:9]1[CH:10]=[N:11][CH:12]=[CH:13][CH:14]=1)C.[Cl:17][C:18]1[CH:32]=[CH:31][C:21]([O:22][C:23]2[CH:24]=[C:25]([CH:28]=[CH:29][CH:30]=2)[CH2:26][NH2:27])=[CH:20][CH:19]=1. No catalyst specified. The product is [Cl:17][C:18]1[CH:32]=[CH:31][C:21]([O:22][C:23]2[CH:24]=[C:25]([CH:28]=[CH:29][CH:30]=2)[CH2:26][NH:27][C:4]2[C:5](=[O:16])[C:6](=[O:15])[C:7]=2[NH:8][C:9]2[CH:10]=[N:11][CH:12]=[CH:13][CH:14]=2)=[CH:20][CH:19]=1. The yield is 0.840.